Dataset: Forward reaction prediction with 1.9M reactions from USPTO patents (1976-2016). Task: Predict the product of the given reaction. (1) Given the reactants C([O-])(=O)C.[Na+].[Cl-].[OH:7][NH3+:8].[F:9][C:10]1[CH:11]=[C:12]([C:16]2([CH:41]=O)[CH2:21][CH2:20][CH2:19][N:18]3[N:22]=[C:23](/[CH:25]=[CH:26]/[C:27]4[CH:32]=[CH:31][C:30]([N:33]5[CH:37]=[C:36]([CH3:38])[N:35]=[CH:34]5)=[C:29]([O:39][CH3:40])[CH:28]=4)[N:24]=[C:17]23)[CH:13]=[CH:14][CH:15]=1.O.C(=O)(O)[O-].[Na+], predict the reaction product. The product is: [F:9][C:10]1[CH:11]=[C:12]([C:16]2([CH:41]=[N:8][OH:7])[CH2:21][CH2:20][CH2:19][N:18]3[N:22]=[C:23](/[CH:25]=[CH:26]/[C:27]4[CH:32]=[CH:31][C:30]([N:33]5[CH:37]=[C:36]([CH3:38])[N:35]=[CH:34]5)=[C:29]([O:39][CH3:40])[CH:28]=4)[N:24]=[C:17]23)[CH:13]=[CH:14][CH:15]=1. (2) Given the reactants [CH:1]([N:4]1[C:12]2[C:7](=[CH:8][C:9]([NH2:13])=[CH:10][CH:11]=2)[CH:6]=[CH:5]1)([CH3:3])[CH3:2].Cl[C:15]1[N:24]=[CH:23][C:22]([CH:25]2[CH2:27][CH2:26]2)=[CH:21][C:16]=1[C:17]([O:19][CH3:20])=[O:18].C(=O)([O-])[O-].[Cs+].[Cs+].C(OCCCC)(=O)C, predict the reaction product. The product is: [CH:25]1([C:22]2[CH:23]=[N:24][C:15]([NH:13][C:9]3[CH:8]=[C:7]4[C:12](=[CH:11][CH:10]=3)[N:4]([CH:1]([CH3:3])[CH3:2])[CH:5]=[CH:6]4)=[C:16]([CH:21]=2)[C:17]([O:19][CH3:20])=[O:18])[CH2:26][CH2:27]1. (3) Given the reactants Cl[C:2]1[CH:7]=[N:6][CH:5]=[CH:4][N:3]=1.[N+:8]([C:11]1[CH:12]=[C:13](B(O)O)[CH:14]=[CH:15][CH:16]=1)([O-:10])=[O:9].C(=O)([O-])[O-].[Na+].[Na+], predict the reaction product. The product is: [N+:8]([C:11]1[CH:16]=[C:15]([C:2]2[CH:7]=[N:6][CH:5]=[CH:4][N:3]=2)[CH:14]=[CH:13][CH:12]=1)([O-:10])=[O:9]. (4) Given the reactants Cl[C:2]1[N:7]=[C:6]([Cl:8])[N:5]=[C:4]([CH2:9][CH2:10][CH3:11])[N:3]=1.CCN(C(C)C)C(C)C.[CH:21]([C:24]1[CH:25]=[C:26]([NH2:30])[CH:27]=[CH:28][CH:29]=1)([CH3:23])[CH3:22], predict the reaction product. The product is: [Cl:8][C:6]1[N:5]=[C:4]([CH2:9][CH2:10][CH3:11])[N:3]=[C:2]([NH:30][C:26]2[CH:27]=[CH:28][CH:29]=[C:24]([CH:21]([CH3:23])[CH3:22])[CH:25]=2)[N:7]=1. (5) Given the reactants Br[C:2]1[CH:7]=[C:6]([Cl:8])[CH:5]=[CH:4][C:3]=1[C:9]1[CH:18]=[CH:17][CH:16]=[C:15]2[C:10]=1[CH:11]=[CH:12][C:13]([S:19]([NH:22][C:23]1[S:27][N:26]=[CH:25][N:24]=1)(=[O:21])=[O:20])=[CH:14]2.C(=O)([O-])[O-].[K+].[K+].[CH3:34][N:35]1[C:39](B(O)O)=[CH:38][CH:37]=[N:36]1.O1CCOCC1, predict the reaction product. The product is: [Cl:8][C:6]1[CH:5]=[CH:4][C:3]([C:9]2[CH:18]=[CH:17][CH:16]=[C:15]3[C:10]=2[CH:11]=[CH:12][C:13]([S:19]([NH:22][C:23]2[S:27][N:26]=[CH:25][N:24]=2)(=[O:21])=[O:20])=[CH:14]3)=[C:2]([C:39]2[N:35]([CH3:34])[N:36]=[CH:37][CH:38]=2)[CH:7]=1. (6) Given the reactants [Cl:1][C:2]1[CH:7]=[C:6]([Cl:8])[CH:5]=[CH:4][C:3]=1[NH:9][N:10]=[C:11]([Cl:13])[CH3:12].[O-:14][C:15]#[N:16].[K+].O, predict the reaction product. The product is: [Cl:1][C:2]1[CH:7]=[C:6]([Cl:8])[CH:5]=[CH:4][C:3]=1[NH:9][N:10]=[C:11]([Cl:13])[CH3:12].[Cl:1][C:2]1[CH:7]=[C:6]([Cl:8])[CH:5]=[CH:4][C:3]=1[N:9]1[C:15](=[O:14])[NH:16][C:11]([CH3:12])=[N:10]1. (7) Given the reactants [CH3:1][C:2]1[C:7]([CH3:8])=[CH:6][CH:5]=[CH:4][C:3]=1[N:9]1[C:13]([CH2:14][CH2:15][C:16]([OH:18])=O)=[N:12][N:11]=[N:10]1.[CH3:19][O:20][C:21]1[CH:33]=[CH:32][C:24]([CH2:25][N:26]2[C:30]([NH2:31])=[CH:29][CH:28]=[N:27]2)=[CH:23][CH:22]=1.Cl.CN(C)CCCN=C=NCC, predict the reaction product. The product is: [CH3:1][C:2]1[C:7]([CH3:8])=[CH:6][CH:5]=[CH:4][C:3]=1[N:9]1[C:13]([CH2:14][CH2:15][C:16]([NH:31][C:30]2[N:26]([CH2:25][C:24]3[CH:32]=[CH:33][C:21]([O:20][CH3:19])=[CH:22][CH:23]=3)[N:27]=[CH:28][CH:29]=2)=[O:18])=[N:12][N:11]=[N:10]1. (8) Given the reactants Cl.[CH3:2][O:3][C:4]([C:6]1([NH2:11])[CH2:10][CH2:9][CH2:8][CH2:7]1)=[O:5].[OH:12][C:13]1[C:22]2[C:17](=[CH:18][CH:19]=[CH:20][CH:21]=2)[CH:16]=[CH:15][C:14]=1[C:23](O)=[O:24].CN(C(ON1N=NC2C=CC=NC1=2)=[N+](C)C)C.F[P-](F)(F)(F)(F)F.O, predict the reaction product. The product is: [CH3:2][O:3][C:4]([C:6]1([NH:11][C:23]([C:14]2[CH:15]=[CH:16][C:17]3[C:22](=[CH:21][CH:20]=[CH:19][CH:18]=3)[C:13]=2[OH:12])=[O:24])[CH2:10][CH2:9][CH2:8][CH2:7]1)=[O:5]. (9) Given the reactants Br[C:2]1[N:3]=[C:4]([C@H:12]2[CH2:17][CH2:16][C@H:15]([N:18]3[CH2:23][CH2:22][N:21]([CH3:24])[CH2:20][CH2:19]3)[CH2:14][CH2:13]2)[N:5]2[CH:10]=[CH:9][N:8]=[C:7]([CH3:11])[C:6]=12.[CH3:25][O:26][C:27]1[CH:35]=[CH:34][CH:33]=[C:32]2[C:28]=1[CH:29]=[C:30]([C:37]([NH:39][C:40]1[CH:45]=[CH:44][C:43](B3OC(C)(C)C(C)(C)O3)=[CH:42][C:41]=1[O:55][CH3:56])=[O:38])[N:31]2[CH3:36].C(=O)([O-])[O-].[K+].[K+].ClCCl, predict the reaction product. The product is: [CH3:25][O:26][C:27]1[CH:35]=[CH:34][CH:33]=[C:32]2[C:28]=1[CH:29]=[C:30]([C:37]([NH:39][C:40]1[CH:45]=[CH:44][C:43]([C:2]3[N:3]=[C:4]([C@H:12]4[CH2:17][CH2:16][C@H:15]([N:18]5[CH2:23][CH2:22][N:21]([CH3:24])[CH2:20][CH2:19]5)[CH2:14][CH2:13]4)[N:5]4[CH:10]=[CH:9][N:8]=[C:7]([CH3:11])[C:6]=34)=[CH:42][C:41]=1[O:55][CH3:56])=[O:38])[N:31]2[CH3:36]. (10) Given the reactants F[C:2]1[CH:9]=[CH:8][C:5]([CH:6]=[O:7])=[CH:4][CH:3]=1.[CH3:10][O:11][C:12]1[CH:17]=[C:16]([CH3:18])[CH:15]=[CH:14][C:13]=1[OH:19].C([O-])([O-])=O.[Cs+].[Cs+], predict the reaction product. The product is: [CH3:10][O:11][C:12]1[CH:17]=[C:16]([CH3:18])[CH:15]=[CH:14][C:13]=1[O:19][C:2]1[CH:9]=[CH:8][C:5]([CH:6]=[O:7])=[CH:4][CH:3]=1.